The task is: Predict which catalyst facilitates the given reaction.. This data is from Catalyst prediction with 721,799 reactions and 888 catalyst types from USPTO. (1) Reactant: P([O-])([O-])([O-])=O.[N+](C1C=CC(C[O:14][C:15]([C:17]2[N:18]3[CH:21]([S:22][CH:23]=2)[C:20]([CH:25](OC(=O)C)[C:26]2[CH:48]=[CH:47][C:29]4[O:30][C:31]5[CH:46]=[CH:45][CH:44]=[CH:43][C:32]=5[C:33](=[O:42])[N:34]([CH2:35][C:36]5[CH:41]=[CH:40][CH:39]=[CH:38][CH:37]=5)[C:28]=4[CH:27]=2)(Br)[C:19]3=[O:53])=[O:16])=CC=1)([O-])=O. Product: [CH2:35]([N:34]1[C:33](=[O:42])[C:32]2[CH:43]=[CH:44][CH:45]=[CH:46][C:31]=2[O:30][C:29]2[CH:47]=[CH:48][C:26](/[CH:25]=[C:20]3/[C@@H:21]4[N:18]([C:19]/3=[O:53])[C:17]([C:15]([OH:16])=[O:14])=[CH:23][S:22]4)=[CH:27][C:28]1=2)[C:36]1[CH:37]=[CH:38][CH:39]=[CH:40][CH:41]=1. The catalyst class is: 123. (2) Reactant: [N+:1]([C:4]1[CH:9]=[CH:8][CH:7]=[C:6]([NH2:10])[C:5]=1[NH2:11])([O-:3])=[O:2].[CH:12](=O)[CH2:13][CH2:14][CH3:15].[NH4+].[OH-]. Product: [N+:1]([C:4]1[C:5]2[N:11]=[C:12]([CH2:13][CH2:14][CH3:15])[NH:10][C:6]=2[CH:7]=[CH:8][CH:9]=1)([O-:3])=[O:2]. The catalyst class is: 265. (3) Reactant: C([O:3][C:4]([C:6]1[CH:7]=[N:8][N:9]([C:11]2[NH:20][C:19](=[O:21])[C:18]3[C:13](=[CH:14][C:15]([Cl:22])=[CH:16][CH:17]=3)[N:12]=2)[CH:10]=1)=[O:5])C.[Li+].[OH-]. Product: [Cl:22][C:15]1[CH:14]=[C:13]2[C:18]([C:19](=[O:21])[NH:20][C:11]([N:9]3[CH:10]=[C:6]([C:4]([OH:5])=[O:3])[CH:7]=[N:8]3)=[N:12]2)=[CH:17][CH:16]=1. The catalyst class is: 1. (4) Reactant: [H-].[H-].[H-].[H-].[Li+].[Al+3].[C:7]([N:14]1[CH2:19][CH2:18][N:17]([C:20]2[CH:37]=[CH:36][C:23]([O:24][CH2:25][C:26]3[CH:35]=[CH:34][C:29]([C:30](OC)=[O:31])=[CH:28][CH:27]=3)=[CH:22][CH:21]=2)[CH2:16][CH2:15]1)(OC(C)(C)C)=O.O.[OH-].[Na+]. Product: [CH3:7][N:14]1[CH2:15][CH2:16][N:17]([C:20]2[CH:37]=[CH:36][C:23]([O:24][CH2:25][C:26]3[CH:35]=[CH:34][C:29]([CH2:30][OH:31])=[CH:28][CH:27]=3)=[CH:22][CH:21]=2)[CH2:18][CH2:19]1. The catalyst class is: 1. (5) Reactant: C(OC(=O)[NH:7][C:8]1[CH:13]=[CH:12][C:11]([C:14]2[S:15][CH:16]=[CH:17][CH:18]=2)=[CH:10][C:9]=1[NH:19][C:20]([C:22]1[CH:23]=[N:24][C:25](Cl)=[CH:26][CH:27]=1)=[O:21])(C)(C)C.CCN(CC)CC.[CH2:37]1[C:40]2([CH2:45][CH2:44][NH:43][CH2:42][CH2:41]2)[CH2:39][N:38]1C(OC(C)(C)C)=O. Product: [NH2:7][C:8]1[CH:13]=[CH:12][C:11]([C:14]2[S:15][CH:16]=[CH:17][CH:18]=2)=[CH:10][C:9]=1[NH:19][C:20](=[O:21])[C:22]1[CH:27]=[CH:26][C:25]([N:43]2[CH2:44][CH2:45][C:40]3([CH2:37][NH:38][CH2:39]3)[CH2:41][CH2:42]2)=[N:24][CH:23]=1. The catalyst class is: 16. (6) Product: [CH:1]1([CH:7]([NH:23][C@@H:21]2[CH2:22][C@H:20]2[C:14]2[CH:19]=[CH:18][CH:17]=[CH:16][CH:15]=2)[CH3:8])[CH2:6][CH2:5][CH2:4][CH2:3][CH2:2]1. Reactant: [CH:1]1([C:7](=O)[CH3:8])[CH2:6][CH2:5][CH2:4][CH2:3][CH2:2]1.C(O)(=O)C.[C:14]1([C@@H:20]2[CH2:22][C@H:21]2[NH2:23])[CH:19]=[CH:18][CH:17]=[CH:16][CH:15]=1.C(O[BH-](OC(=O)C)OC(=O)C)(=O)C.[Na+]. The catalyst class is: 26.